This data is from Reaction yield outcomes from USPTO patents with 853,638 reactions. The task is: Predict the reaction yield, written as a fraction of the theoretical maximum amount of product (1.0 means a 100% yield; for example, 0.34 means a 34% yield). The reactants are Cl[C:2]1[C:11]2[C:6](=[C:7]([CH3:14])[C:8]([O:12][CH3:13])=[CH:9][CH:10]=2)[N:5]=[C:4]([C:15]2[CH:16]=[N:17][N:18]([CH2:20][CH:21]([CH3:23])[CH3:22])[CH:19]=2)[CH:3]=1.C(N1C=C(C2C=C([OH:41])C3C(=C(C)C(OC)=CC=3)N=2)C=N1)C. No catalyst specified. The product is [OH:41][C:2]1[C:11]2[C:6](=[C:7]([CH3:14])[C:8]([O:12][CH3:13])=[CH:9][CH:10]=2)[N:5]=[C:4]([C:15]2[CH:16]=[N:17][N:18]([CH2:20][CH:21]([CH3:23])[CH3:22])[CH:19]=2)[CH:3]=1. The yield is 0.550.